Dataset: Reaction yield outcomes from USPTO patents with 853,638 reactions. Task: Predict the reaction yield, written as a fraction of the theoretical maximum amount of product (1.0 means a 100% yield; for example, 0.34 means a 34% yield). (1) The reactants are [CH3:1][O:2][C:3](=[O:29])[CH:4]([CH2:24][CH:25]=[CH:26][CH2:27]Br)[CH2:5][C:6]([CH3:23])=[CH:7][CH2:8][C:9]1[C:10]([OH:22])=[C:11]2[C:15](=[C:16]([CH3:20])[C:17]=1[O:18][CH3:19])[CH2:14][O:13][C:12]2=[O:21].[P:30]([O:35]C)([O:33][CH3:34])[O:31][CH3:32]. No catalyst specified. The product is [CH3:1][O:2][C:3](=[O:29])[CH:4]([CH2:24][CH:25]=[CH:26][CH2:27][P:30]([O:33][CH3:34])([O:31][CH3:32])=[O:35])[CH2:5][C:6]([CH3:23])=[CH:7][CH2:8][C:9]1[C:10]([OH:22])=[C:11]2[C:15](=[C:16]([CH3:20])[C:17]=1[O:18][CH3:19])[CH2:14][O:13][C:12]2=[O:21]. The yield is 0.880. (2) The reactants are [F:1][C:2]1[CH:3]=[CH:4][C:5]2[C@@:11]3([CH3:25])[N:12]=[C:13]([NH:16]C(=O)C4C=CC=CC=4)[S:14][CH2:15][C@H:10]3[CH2:9][O:8][C:6]=2[CH:7]=1.N1C=CC=CC=1.CO[NH3+].[Cl-]. The catalyst is C(O)C. The product is [F:1][C:2]1[CH:3]=[CH:4][C:5]2[C@@:11]3([CH3:25])[N:12]=[C:13]([NH2:16])[S:14][CH2:15][C@H:10]3[CH2:9][O:8][C:6]=2[CH:7]=1. The yield is 0.700. (3) The reactants are [C@H:1]1([NH2:8])[CH2:6][CH2:5][C@H:4]([NH2:7])[CH2:3][CH2:2]1.[C:9](O[C:9]([O:11][C:12]([CH3:15])([CH3:14])[CH3:13])=[O:10])([O:11][C:12]([CH3:15])([CH3:14])[CH3:13])=[O:10]. The catalyst is C(Cl)(Cl)Cl. The product is [C:12]([O:11][C:9]([NH:7][C@H:4]1[CH2:5][CH2:6][C@H:1]([NH2:8])[CH2:2][CH2:3]1)=[O:10])([CH3:15])([CH3:14])[CH3:13]. The yield is 0.710. (4) The reactants are [Cl:1][C:2]1[CH:3]=[C:4]([CH:7]=[CH:8][C:9]=1[Cl:10])[CH2:5][NH2:6].[Cl:11][C:12]1[CH:17]=[N:16][CH:15]=[C:14](Cl)[N:13]=1. No catalyst specified. The product is [Cl:11][C:12]1[N:13]=[C:14]([NH:6][CH2:5][C:4]2[CH:7]=[CH:8][C:9]([Cl:10])=[C:2]([Cl:1])[CH:3]=2)[CH:15]=[N:16][CH:17]=1. The yield is 0.890.